This data is from Full USPTO retrosynthesis dataset with 1.9M reactions from patents (1976-2016). The task is: Predict the reactants needed to synthesize the given product. (1) Given the product [CH3:16][O:15][C:10]1[C:9]([CH2:2][C:3]([CH3:6])([CH3:5])[CH3:4])=[CH:14][CH:13]=[CH:12][N:11]=1, predict the reactants needed to synthesize it. The reactants are: Br[CH2:2][C:3]([CH3:6])([CH3:5])[CH3:4].[Mg].Br[C:9]1[C:10]([O:15][CH3:16])=[N:11][CH:12]=[CH:13][CH:14]=1.[Cl-].[NH4+]. (2) Given the product [CH:19]1([C:22]2[O:26][N:25]=[C:24]([C:27]([N:1]3[CH2:5][CH2:4][CH2:3][C@@H:2]3[CH2:6][O:7][C:8]3[C:9]([C:14]([O:16][CH2:17][CH3:18])=[O:15])=[N:10][CH:11]=[CH:12][CH:13]=3)=[O:28])[CH:23]=2)[CH2:21][CH2:20]1, predict the reactants needed to synthesize it. The reactants are: [NH:1]1[CH2:5][CH2:4][CH2:3][C@@H:2]1[CH2:6][O:7][C:8]1[C:9]([C:14]([O:16][CH2:17][CH3:18])=[O:15])=[N:10][CH:11]=[CH:12][CH:13]=1.[CH:19]1([C:22]2[O:26][N:25]=[C:24]([C:27](O)=[O:28])[CH:23]=2)[CH2:21][CH2:20]1.COC1C=C(OC[C@H]2CCCN2C([C@H]2CC[C@H](C(F)(F)F)CC2)=O)C(C(O)=O)=NC=1. (3) Given the product [F:1][C:2]([F:9])([C:5]([F:8])([F:7])[F:6])[CH2:3][NH:4][C:28]([C:15]1([CH2:14][CH2:13][CH2:12][CH2:11][Br:10])[C:27]2[CH:26]=[CH:25][CH:24]=[CH:23][C:22]=2[C:21]2[C:16]1=[CH:17][CH:18]=[CH:19][CH:20]=2)=[O:29], predict the reactants needed to synthesize it. The reactants are: [F:1][C:2]([F:9])([C:5]([F:8])([F:7])[F:6])[CH2:3][NH2:4].[Br:10][CH2:11][CH2:12][CH2:13][CH2:14][C:15]1([C:28](Cl)=[O:29])[C:27]2[CH:26]=[CH:25][CH:24]=[CH:23][C:22]=2[C:21]2[C:16]1=[CH:17][CH:18]=[CH:19][CH:20]=2.